This data is from Full USPTO retrosynthesis dataset with 1.9M reactions from patents (1976-2016). The task is: Predict the reactants needed to synthesize the given product. (1) Given the product [Br:21][C:10]1[C:3]2[C:2]([Cl:1])=[N:7][CH:6]=[N:5][C:4]=2[N:8]([CH:12]([CH3:14])[CH3:13])[CH:9]=1, predict the reactants needed to synthesize it. The reactants are: [Cl:1][C:2]1[C:3]2[CH:10]=[CH:9][NH:8][C:4]=2[N:5]=[CH:6][N:7]=1.I[CH:12]([CH3:14])[CH3:13].C(=O)([O-])[O-].[Cs+].[Cs+].[Br:21]N1C(=O)CCC1=O. (2) Given the product [C:1]([C:3]1[CH:4]=[C:5]([CH:9]=[CH:10][CH:11]=1)[C:6]([NH:16][C:17]1[C:22]([Cl:23])=[CH:21][N:20]=[CH:19][C:18]=1[Cl:24])=[O:8])#[N:2], predict the reactants needed to synthesize it. The reactants are: [C:1]([C:3]1[CH:4]=[C:5]([CH:9]=[CH:10][CH:11]=1)[C:6]([OH:8])=O)#[N:2].S(Cl)(Cl)=O.[NH2:16][C:17]1[C:22]([Cl:23])=[CH:21][N:20]=[CH:19][C:18]=1[Cl:24].[H-].[Na+]. (3) Given the product [CH2:1]([S:3][C:4]1[N:8]([CH2:9][C:10]2[CH:11]=[CH:12][C:13]([C:16]3[CH:21]=[CH:20][CH:19]=[CH:18][C:17]=3[C:22]3[NH:26][N:25]=[N:24][N:23]=3)=[CH:14][CH:15]=2)[C:7]2[C:27]([C:31]([OH:33])=[O:32])=[CH:28][CH:29]=[CH:30][C:6]=2[N:5]=1)[CH3:2], predict the reactants needed to synthesize it. The reactants are: [CH2:1]([S:3][C:4]1[N:8]([CH2:9][C:10]2[CH:15]=[CH:14][C:13]([C:16]3[CH:21]=[CH:20][CH:19]=[CH:18][C:17]=3[C:22]3[NH:26][N:25]=[N:24][N:23]=3)=[CH:12][CH:11]=2)[C:7]2[C:27]([C:31]([O:33]CC)=[O:32])=[CH:28][CH:29]=[CH:30][C:6]=2[N:5]=1)[CH3:2].[OH-].[Na+]. (4) Given the product [CH:1]1([CH2:7][C@H:8]([NH:13][C:14](=[O:20])[O:15][C:16]([CH3:19])([CH3:18])[CH3:17])[CH:9]([OH:12])[CH2:10][CH3:11])[CH2:2][CH2:3][CH2:4][CH2:5][CH2:6]1, predict the reactants needed to synthesize it. The reactants are: [CH:1]1([CH2:7][C@H:8]([NH:13][C:14](=[O:20])[O:15][C:16]([CH3:19])([CH3:18])[CH3:17])[C:9](=[O:12])[CH2:10][CH3:11])[CH2:6][CH2:5][CH2:4][CH2:3][CH2:2]1.[BH4-].[Na+].[NH4+].[Cl-]. (5) Given the product [CH2:41]([N:34]([CH:35]1[CH2:36][CH2:37][O:38][CH2:39][CH2:40]1)[C:25]1[CH:24]=[C:23]([CH:19]2[CH2:20][N:17]([C:10]([O:12][C:13]([CH3:16])([CH3:15])[CH3:14])=[O:11])[CH2:18]2)[CH:32]=[C:27]([C:28]([O:30][CH3:31])=[O:29])[C:26]=1[CH3:33])[CH3:42], predict the reactants needed to synthesize it. The reactants are: [Si](Cl)(C)(C)C.BrCCBr.[C:10]([N:17]1[CH2:20][CH:19](I)[CH2:18]1)([O:12][C:13]([CH3:16])([CH3:15])[CH3:14])=[O:11].Br[C:23]1[CH:24]=[C:25]([N:34]([CH2:41][CH3:42])[CH:35]2[CH2:40][CH2:39][O:38][CH2:37][CH2:36]2)[C:26]([CH3:33])=[C:27]([CH:32]=1)[C:28]([O:30][CH3:31])=[O:29].C(Cl)Cl.[NH4+].[Cl-]. (6) Given the product [CH3:9][C:8]1([C:11]2[CH:18]=[CH:17][C:14]([C:15]#[N:16])=[CH:13][CH:12]=2)[CH2:2][O:10]1, predict the reactants needed to synthesize it. The reactants are: [I-].[CH3:2][S+](C)C.[H-].[Na+].[C:8]([C:11]1[CH:18]=[CH:17][C:14]([C:15]#[N:16])=[CH:13][CH:12]=1)(=[O:10])[CH3:9]. (7) Given the product [NH2:1][C:2]1[CH:10]=[CH:9][CH:8]=[C:7]2[C:3]=1[C:4](=[O:17])[O:5][CH:6]2[CH2:11][C:12]([O:14][CH2:15][CH3:16])=[O:13], predict the reactants needed to synthesize it. The reactants are: [NH2:1][C:2]1[CH:10]=[CH:9][CH:8]=[C:7]2[C:3]=1[C:4](=[O:17])[O:5][C:6]2=[CH:11][C:12]([O:14][CH2:15][CH3:16])=[O:13]. (8) The reactants are: CN(C)C(N(C)C)=N.[CH3:9][O:10][C:11]1[CH:38]=[CH:37][C:14]([CH2:15][O:16][C:17]2[CH:22]=[CH:21][C:20](/[CH:23]=[CH:24]/[C:25]([O:27][CH2:28][C:29]3[CH:34]=[CH:33][C:32]([O:35][CH3:36])=[CH:31][CH:30]=3)=[O:26])=[CH:19][CH:18]=2)=[CH:13][CH:12]=1.[N+:39]([CH3:42])([O-:41])=[O:40]. Given the product [CH3:9][O:10][C:11]1[CH:12]=[CH:13][C:14]([CH2:15][O:16][C:17]2[CH:18]=[CH:19][C:20]([CH:23]([CH2:42][N+:39]([O-:41])=[O:40])[CH2:24][C:25]([O:27][CH2:28][C:29]3[CH:30]=[CH:31][C:32]([O:35][CH3:36])=[CH:33][CH:34]=3)=[O:26])=[CH:21][CH:22]=2)=[CH:37][CH:38]=1, predict the reactants needed to synthesize it. (9) Given the product [C:16]([C:6]1[C:7]([C:8]2[CH:9]=[C:10]([F:15])[CH:11]=[C:12]([F:14])[CH:13]=2)=[C:2]([N:1]2[CH2:28][CH2:29][CH2:30][C:31]2=[O:32])[C:3]([CH3:20])=[C:4]([Cl:19])[CH:5]=1)(=[O:18])[CH3:17], predict the reactants needed to synthesize it. The reactants are: [NH2:1][C:2]1[C:7]([C:8]2[CH:13]=[C:12]([F:14])[CH:11]=[C:10]([F:15])[CH:9]=2)=[C:6]([C:16](=[O:18])[CH3:17])[CH:5]=[C:4]([Cl:19])[C:3]=1[CH3:20].N1C=CC=CC=1.Cl[CH2:28][CH2:29][CH2:30][C:31](Cl)=[O:32].CC(C)([O-])C.[K+]. (10) Given the product [CH3:28][C:25]1[CH:26]=[CH:27][C:22]([S:19]([O:18][CH2:17][CH:14]2[CH2:13][C:12]3[CH:11]=[CH:10][CH:9]=[C:8]([NH:1][C:2]4[CH:7]=[CH:6][C:5]([CH3:30])=[CH:4][CH:3]=4)[C:16]=3[O:15]2)(=[O:21])=[O:20])=[CH:23][CH:24]=1, predict the reactants needed to synthesize it. The reactants are: [NH:1]([C:8]1[C:16]2[O:15][CH:14]([CH2:17][O:18][S:19]([C:22]3[CH:27]=[CH:26][C:25]([CH3:28])=[CH:24][CH:23]=3)(=[O:21])=[O:20])[CH2:13][C:12]=2[CH:11]=[CH:10][CH:9]=1)[C:2]1[CH:7]=[CH:6][CH:5]=[CH:4][CH:3]=1.Br[C:30]1C=CC(C)=CC=1.CC(C)([O-])C.[Na+].